This data is from Catalyst prediction with 721,799 reactions and 888 catalyst types from USPTO. The task is: Predict which catalyst facilitates the given reaction. (1) The catalyst class is: 199. Reactant: [C:1]([C:3]1[CH:10]=[CH:9][C:6]([CH:7]=[O:8])=[CH:5][CH:4]=1)#[N:2].[BH4-].[Na+]. Product: [C:1]([C:3]1[CH:10]=[CH:9][C:6]([CH2:7][OH:8])=[CH:5][CH:4]=1)#[N:2]. (2) The catalyst class is: 475. Product: [C:1]([C:3]1[O:4][CH:5]=[C:6]([C:8]([O:10][CH2:11][CH3:12])=[O:9])[N:7]=1)#[N:13]. Reactant: [CH:1]([C:3]1[O:4][CH:5]=[C:6]([C:8]([O:10][CH2:11][CH3:12])=[O:9])[N:7]=1)=O.[NH2:13]O.C(P1(=O)OP(CCC)(=O)OP(CCC)(=O)O1)CC. (3) Reactant: C(OC([NH:8][S:9]([C:12]1[CH:27]=[CH:26][C:15]([CH2:16][O:17][CH2:18][C:19]([O:21]C(C)(C)C)=[O:20])=[CH:14][CH:13]=1)(=[O:11])=[O:10])=O)(C)(C)C.C(O)(C(F)(F)F)=O. Product: [S:9]([C:12]1[CH:13]=[CH:14][C:15]([CH2:16][O:17][CH2:18][C:19]([OH:21])=[O:20])=[CH:26][CH:27]=1)(=[O:10])(=[O:11])[NH2:8]. The catalyst class is: 2. (4) Reactant: [Cl-].O[NH3+:3].[C:4](=[O:7])([O-])[OH:5].[Na+].CS(C)=O.[CH2:13]([C:17]1[N:18]=[CH:19][N:20]([CH2:39][C:40]2[CH:45]=[CH:44][C:43]([F:46])=[CH:42][CH:41]=2)[C:21](=[O:38])[C:22]=1[CH2:23][C:24]1[CH:29]=[CH:28][C:27]([C:30]2[C:31]([C:36]#[N:37])=[CH:32][CH:33]=[CH:34][CH:35]=2)=[CH:26][CH:25]=1)[CH2:14][CH2:15][CH3:16]. Product: [CH2:13]([C:17]1[N:18]=[CH:19][N:20]([CH2:39][C:40]2[CH:45]=[CH:44][C:43]([F:46])=[CH:42][CH:41]=2)[C:21](=[O:38])[C:22]=1[CH2:23][C:24]1[CH:25]=[CH:26][C:27]([C:30]2[CH:35]=[CH:34][CH:33]=[CH:32][C:31]=2[C:36]2[NH:3][C:4](=[O:7])[O:5][N:37]=2)=[CH:28][CH:29]=1)[CH2:14][CH2:15][CH3:16]. The catalyst class is: 13. (5) Reactant: C(O[BH-](OC(=O)C)OC(=O)C)(=O)C.[Na+].[Br:15][C:16]1[C:17]([OH:24])=[C:18]([CH:21]=[CH:22][CH:23]=1)[CH:19]=O.[NH:25]1[CH2:30][CH2:29][O:28][CH2:27][CH2:26]1. Product: [Br:15][C:16]1[CH:23]=[CH:22][CH:21]=[C:18]([CH2:19][N:25]2[CH2:30][CH2:29][O:28][CH2:27][CH2:26]2)[C:17]=1[OH:24]. The catalyst class is: 7. (6) Reactant: [CH3:1][S:2]([C:5]1[CH:10]=[C:9]([S:11]([CH3:14])(=[O:13])=[O:12])[CH:8]=[CH:7][N:6]=1)(=[O:4])=[O:3].[Cl:15][C:16]1[CH:22]=[CH:21][C:19]([NH2:20])=[C:18]([N+:23]([O-:25])=[O:24])[CH:17]=1.C(=O)([O-])[O-].[K+].[K+]. Product: [Cl:15][C:16]1[CH:22]=[CH:21][C:19]([NH:20][C:9]2[CH:8]=[CH:7][N:6]=[C:5]([S:2]([CH3:1])(=[O:4])=[O:3])[CH:10]=2)=[C:18]([N+:23]([O-:25])=[O:24])[CH:17]=1.[Cl:15][C:16]1[CH:22]=[CH:21][C:19]([NH:20][C:5]2[CH:10]=[C:9]([S:11]([CH3:14])(=[O:13])=[O:12])[CH:8]=[CH:7][N:6]=2)=[C:18]([N+:23]([O-:25])=[O:24])[CH:17]=1. The catalyst class is: 42.